From a dataset of Forward reaction prediction with 1.9M reactions from USPTO patents (1976-2016). Predict the product of the given reaction. (1) Given the reactants [F:1][C:2]([F:24])([F:23])[C:3]1[CH:8]=[C:7]([C:9]([F:12])([F:11])[F:10])[CH:6]=[CH:5][C:4]=1[CH:13]([N:15]1[CH2:20][CH2:19][CH:18]([CH:21]=O)[CH2:17][CH2:16]1)[CH3:14].[CH2:25]([NH:28][C:29]1[CH2:33][S:32][C:31](=[O:34])[N:30]=1)[C:26]#[CH:27].C([O-])(=O)C.[NH2+]1CCCCC1, predict the reaction product. The product is: [F:24][C:2]([F:1])([F:23])[C:3]1[CH:8]=[C:7]([C:9]([F:11])([F:12])[F:10])[CH:6]=[CH:5][C:4]=1[CH:13]([N:15]1[CH2:16][CH2:17][CH:18](/[CH:21]=[C:33]2/[C:29]([NH:28][CH2:25][C:26]#[CH:27])=[N:30][C:31](=[O:34])[S:32]/2)[CH2:19][CH2:20]1)[CH3:14]. (2) The product is: [OH:1][C:2]1[CH:7]=[CH:6][C:5]([CH2:8][CH2:9][C:10]2[CH:15]=[CH:14][N:13]=[C:12]3[NH:16][N:17]=[C:18]([O:19][C@@H:34]4[O:35][C@H:36]([CH2:53][O:54][C:55](=[O:60])[C:56]([CH3:59])([CH3:58])[CH3:57])[C@@H:37]([O:46][C:47](=[O:52])[C:48]([CH3:49])([CH3:50])[CH3:51])[C@H:38]([O:39][C:40](=[O:45])[C:41]([CH3:42])([CH3:43])[CH3:44])[C@H:33]4[O:32][C:26](=[O:31])[C:27]([CH3:30])([CH3:28])[CH3:29])[C:11]=23)=[CH:4][CH:3]=1. Given the reactants [OH:1][C:2]1[CH:7]=[CH:6][C:5]([CH2:8][CH2:9][C:10]2[CH:15]=[CH:14][N:13]=[C:12]3[NH:16][N:17]=[C:18]([OH:19])[C:11]=23)=[CH:4][CH:3]=1.C(=O)([O-])[O-].[K+].[K+].[C:26]([O:32][C@@H:33]1[C@@H:38]([O:39][C:40](=[O:45])[C:41]([CH3:44])([CH3:43])[CH3:42])[C@H:37]([O:46][C:47](=[O:52])[C:48]([CH3:51])([CH3:50])[CH3:49])[C@@H:36]([CH2:53][O:54][C:55](=[O:60])[C:56]([CH3:59])([CH3:58])[CH3:57])[O:35][C@@H:34]1Br)(=[O:31])[C:27]([CH3:30])([CH3:29])[CH3:28].O, predict the reaction product. (3) Given the reactants [C:1]1([C:10]([OH:12])=O)[CH:2]=[CH:3][N:4]2[C:9]=1[CH:8]=[CH:7][CH:6]=[CH:5]2.ClC(N(C)C)=C(C)C.Cl.[CH2:22]([O:29][C:30]1[CH:37]=[CH:36][C:33]([NH:34][CH3:35])=[CH:32][CH:31]=1)[C:23]1[CH:28]=[CH:27][CH:26]=[CH:25][CH:24]=1.C(N(CC)CC)C, predict the reaction product. The product is: [CH2:22]([O:29][C:30]1[CH:31]=[CH:32][C:33]([N:34]([CH3:35])[C:10]([C:1]2[CH:2]=[CH:3][N:4]3[C:9]=2[CH:8]=[CH:7][CH:6]=[CH:5]3)=[O:12])=[CH:36][CH:37]=1)[C:23]1[CH:24]=[CH:25][CH:26]=[CH:27][CH:28]=1. (4) Given the reactants [CH3:1][O:2][C:3]1[N:8]=[C:7]([O:9][CH3:10])[N:6]=[C:5]([CH:11]2[C:19]3[C:14](=[CH:15][CH:16]=[CH:17][CH:18]=3)[NH:13][C:12]2=[O:20])[N:4]=1.CN1C=CN=C1.[F:27][CH:28]([F:33])[S:29](Cl)(=[O:31])=[O:30].O, predict the reaction product. The product is: [F:27][CH:28]([F:33])[S:29]([N:13]1[C:14]2[C:19](=[CH:18][CH:17]=[CH:16][CH:15]=2)[CH:11]([C:5]2[N:4]=[C:3]([O:2][CH3:1])[N:8]=[C:7]([O:9][CH3:10])[N:6]=2)[C:12]1=[O:20])(=[O:31])=[O:30]. (5) Given the reactants [H-].[Na+].[CH3:3][O:4][CH2:5][C:6]([C:8]1[CH:13]=[CH:12][CH:11]=[C:10]([O:14][CH:15]2[CH2:20][CH2:19][CH2:18][CH2:17][O:16]2)[CH:9]=1)=O.[CH2:21]([O:23][C:24](=[O:34])[CH2:25]P(OCC)(OCC)=O)[CH3:22].[Cl-].[NH4+], predict the reaction product. The product is: [CH3:3][O:4][CH2:5]/[C:6](/[C:8]1[CH:13]=[CH:12][CH:11]=[C:10]([O:14][CH:15]2[CH2:20][CH2:19][CH2:18][CH2:17][O:16]2)[CH:9]=1)=[CH:25]\[C:24]([O:23][CH2:21][CH3:22])=[O:34].